This data is from Peptide-MHC class II binding affinity with 134,281 pairs from IEDB. The task is: Regression. Given a peptide amino acid sequence and an MHC pseudo amino acid sequence, predict their binding affinity value. This is MHC class II binding data. (1) The peptide sequence is AAFQAAHARFVAAAA. The MHC is DRB1_0701 with pseudo-sequence DRB1_0701. The binding affinity (normalized) is 0.800. (2) The peptide sequence is WPTVRERMRRAEPAA. The MHC is DRB1_0101 with pseudo-sequence DRB1_0101. The binding affinity (normalized) is 0.201. (3) The MHC is HLA-DPA10301-DPB10402 with pseudo-sequence HLA-DPA10301-DPB10402. The binding affinity (normalized) is 0.369. The peptide sequence is VTMNDVKIEYSGTNN. (4) The peptide sequence is NPMTVFWSKMAQSMT. The MHC is HLA-DQA10501-DQB10301 with pseudo-sequence HLA-DQA10501-DQB10301. The binding affinity (normalized) is 0.458. (5) The peptide sequence is AYVVIGILTLAAIVA. The MHC is DRB1_0101 with pseudo-sequence DRB1_0101. The binding affinity (normalized) is 0.332.